From a dataset of Catalyst prediction with 721,799 reactions and 888 catalyst types from USPTO. Predict which catalyst facilitates the given reaction. (1) Reactant: [F:1][C:2]1[C:7]([S:8]([NH2:11])(=[O:10])=[O:9])=[C:6]([F:12])[C:5]([F:13])=[C:4](F)[C:3]=1[F:15].[NH:16]1[CH2:21][CH2:20][O:19][CH2:18][CH2:17]1. Product: [F:12][C:6]1[C:5]([F:13])=[C:4]([N:16]2[CH2:21][CH2:20][O:19][CH2:18][CH2:17]2)[C:3]([F:15])=[C:2]([F:1])[C:7]=1[S:8]([NH2:11])(=[O:9])=[O:10]. The catalyst class is: 5. (2) Reactant: [CH2:1]([OH:8])[C:2]1[CH:7]=[CH:6][CH:5]=[CH:4][CH:3]=1.[C:9](#[N:12])[CH:10]=[CH2:11].Cl. Product: [CH2:1]([O:8][CH2:11][CH2:10][C:9]#[N:12])[C:2]1[CH:7]=[CH:6][CH:5]=[CH:4][CH:3]=1. The catalyst class is: 74. (3) Reactant: [N+:1]([C:4]1[CH:12]=[CH:11][CH:10]=[C:9]2[C:5]=1[CH:6]=[CH:7][NH:8]2)([O-:3])=[O:2].[C:13](=O)([O-])[O-].[K+].[K+].CI. Product: [CH3:13][N:8]1[C:9]2[C:5](=[C:4]([N+:1]([O-:3])=[O:2])[CH:12]=[CH:11][CH:10]=2)[CH:6]=[CH:7]1. The catalyst class is: 21. (4) Reactant: [Si:1]([O:8][CH2:9][C@@H:10]([O:12][C:13]1[C:31]([F:32])=[CH:30][C:29]([N+:33]([O-])=O)=[CH:28][C:14]=1[CH2:15][N:16](C)[C:17](=O)OCC1C=CC=CC=1)[CH3:11])([C:4]([CH3:7])([CH3:6])[CH3:5])([CH3:3])[CH3:2]. Product: [Si:1]([O:8][CH2:9][C@@H:10]([O:12][C:13]1[C:14]([CH2:15][NH:16][CH3:17])=[CH:28][C:29]([NH2:33])=[CH:30][C:31]=1[F:32])[CH3:11])([C:4]([CH3:7])([CH3:6])[CH3:5])([CH3:3])[CH3:2]. The catalyst class is: 19. (5) Reactant: Cl[C:2]1[N:7]=[C:6]([C:8]#[N:9])[CH:5]=[CH:4][N:3]=1.[CH3:10][NH2:11]. Product: [CH3:10][NH:11][C:2]1[N:7]=[C:6]([C:8]#[N:9])[CH:5]=[CH:4][N:3]=1. The catalyst class is: 1. (6) Reactant: [CH3:1][N:2]1[CH2:8][CH2:7][CH2:6][NH:5][CH2:4][CH2:3]1.C([O-])([O-])=O.[K+].[K+].Br[C:16]1[CH:17]=[CH:18][C:19]([N+:22]([O-:24])=[O:23])=[N:20][CH:21]=1.O. Product: [CH3:1][N:2]1[CH2:8][CH2:7][CH2:6][N:5]([C:16]2[CH:21]=[N:20][C:19]([N+:22]([O-:24])=[O:23])=[CH:18][CH:17]=2)[CH2:4][CH2:3]1. The catalyst class is: 16. (7) Reactant: [CH3:1][C:2]1[CH:7]=[C:6]([CH3:8])[CH:5]=[CH:4][C:3]=1[N:9]1[C:17]2[C:16](=[O:18])[C:15]([C:19](O)=[O:20])=[CH:14][N:13]([CH:22]([CH2:26][CH2:27][CH3:28])[CH2:23][CH2:24][CH3:25])[C:12]=2[N:11]=[CH:10]1.C(N(CC)CC)C.ClC(OCC)=O.C(=O)([O-])[O-].[BH4-].[Na+]. Product: [CH3:1][C:2]1[CH:7]=[C:6]([CH3:8])[CH:5]=[CH:4][C:3]=1[N:9]1[C:17]2[C:16](=[O:18])[C:15]([CH2:19][OH:20])=[CH:14][N:13]([CH:22]([CH2:26][CH2:27][CH3:28])[CH2:23][CH2:24][CH3:25])[C:12]=2[N:11]=[CH:10]1. The catalyst class is: 219. (8) Reactant: [CH3:1][CH:2]([C:4]1[N:9]=[C:8]([N:10]([S:12]([CH3:15])(=[O:14])=[O:13])[CH3:11])[N:7]=[C:6]([C:16]2[CH:17]=[CH:18][C:19]([F:22])=[CH:20][CH:21]=2)[C:5]=1/[CH:23]=[CH:24]/[C@@H:25]([OH:33])[CH2:26][C@@H:27]([OH:32])[CH2:28][C:29]([OH:31])=[O:30])[CH3:3].C[N-]C.O.C(N)(C)(C)C. Product: [CH3:3][CH:2]([C:4]1[N:9]=[C:8]([N:10]([S:12]([CH3:15])(=[O:13])=[O:14])[CH3:11])[N:7]=[C:6]([C:16]2[CH:21]=[CH:20][C:19]([F:22])=[CH:18][CH:17]=2)[C:5]=1/[CH:23]=[CH:24]/[C@@H:25]([OH:33])[CH2:26][C@@H:27]([OH:32])[CH2:28][C:29]([OH:31])=[O:30])[CH3:1]. The catalyst class is: 8. (9) Reactant: [Cl-].[In+3].[Cl-].[Cl-].C(O[CH:9]([C:15]1[CH:20]=[CH:19][C:18]([Cl:21])=[CH:17][C:16]=1[Cl:22])[CH:10]1[CH2:12][C:11]1([F:14])[F:13])(=O)C.[CH3:23][S:24]([CH2:27][C:28]1[CH:29]=[CH:30][CH:31]=[C:32]2[C:36]=1[NH:35][CH:34]=[CH:33]2)(=[O:26])=[O:25].C(=O)(O)[O-].[Na+]. Product: [Cl:22][C:16]1[CH:17]=[C:18]([Cl:21])[CH:19]=[CH:20][C:15]=1[CH:9]([CH:10]1[CH2:12][C:11]1([F:13])[F:14])[C:33]1[C:32]2[C:36](=[C:28]([CH2:27][S:24]([CH3:23])(=[O:26])=[O:25])[CH:29]=[CH:30][CH:31]=2)[NH:35][CH:34]=1. The catalyst class is: 756.